From a dataset of Experimentally validated miRNA-target interactions with 360,000+ pairs, plus equal number of negative samples. Binary Classification. Given a miRNA mature sequence and a target amino acid sequence, predict their likelihood of interaction. The miRNA is hsa-miR-744-3p with sequence CUGUUGCCACUAACCUCAACCU. Result: 0 (no interaction). The protein sequence of the target gene is MSVSGKKEFDVKQILRLRWRWFSHPFQGSTNTGSCLQQEGYEHRGTPVQGRLKSHSRDRNGLKKSNSPVHHNILAPVPGPAPAHQRAVQNLQQHNLIVHFQANEDTPKSVPEKNLFKEACEKRAQDLEMMADDNIEDSTARLDTQHSEDMNATRSEEQFHVINHAEQTLRKMENYLKEKQLCDVLLIAGHLRIPAHRLVLSAVSDYFAAMFTNDVLEAKQEEVRMEGVDPNALNSLVQYAYTGVLQLKEDTIESLLAAACLLQLTQVIDVCSNFLIKQLHPSNCLGIRSFGDAQGCTELL....